This data is from Full USPTO retrosynthesis dataset with 1.9M reactions from patents (1976-2016). The task is: Predict the reactants needed to synthesize the given product. (1) Given the product [S:9]([C:6]1[CH:7]=[CH:8][C:3]([S:17]([Cl:1])(=[O:19])=[O:18])=[CH:4][CH:5]=1)(=[O:11])(=[O:10])[NH2:12], predict the reactants needed to synthesize it. The reactants are: [ClH:1].N[C:3]1[CH:8]=[CH:7][C:6]([S:9]([NH2:12])(=[O:11])=[O:10])=[CH:5][CH:4]=1.N([O-])=O.[Na+].[S:17](=[O:19])=[O:18]. (2) Given the product [Cl:42][C:43]1[CH:44]=[C:45]([N:55]([CH2:62][C:63]2[CH:68]=[CH:67][C:66]([O:69][CH3:70])=[CH:65][CH:64]=2)[C:56]2[CH:57]=[CH:58][CH:59]=[CH:60][CH:61]=2)[C:46]2[N:47]([C:49]([C:52]([NH:92][C:93]3[CH:98]=[CH:97][N:96]=[CH:95][CH:94]=3)=[O:54])=[CH:50][N:51]=2)[N:48]=1, predict the reactants needed to synthesize it. The reactants are: C(N1CCCC(NC2C=C(N(CC3C=CC(OC)=CC=3)C3C=CC=CC=3)C3N(C(C#N)=CN=3)N=2)C1)C1C=CC=CC=1.[Cl:42][C:43]1[CH:44]=[C:45]([N:55]([CH2:62][C:63]2[CH:68]=[CH:67][C:66]([O:69][CH3:70])=[CH:65][CH:64]=2)[C:56]2[CH:61]=[CH:60][CH:59]=[CH:58][CH:57]=2)[C:46]2[N:47]([C:49]([C:52]([OH:54])=O)=[CH:50][N:51]=2)[N:48]=1.CCN=C=NCCCN(C)C.C1C=CC2N(O)N=NC=2C=1.[NH2:92][C:93]1[CH:98]=[CH:97][N:96]=[CH:95][CH:94]=1. (3) Given the product [C:20]([O:19][CH2:18][C@@H:11]([O:12][S:38]([CH3:35])(=[O:40])=[O:39])[C@@H:10]([O:9][C:1](=[O:8])[C:2]1[CH:7]=[CH:6][CH:5]=[CH:4][CH:3]=1)[C:14]([F:15])([F:16])/[CH:13]=[N:31]/[O:30][CH3:29])(=[O:27])[C:21]1[CH:26]=[CH:25][CH:24]=[CH:23][CH:22]=1, predict the reactants needed to synthesize it. The reactants are: [C:1]([O:9][C@H:10]1[C:14]([F:16])([F:15])[CH:13](O)[O:12][C@@H:11]1[CH2:18][O:19][C:20](=[O:27])[C:21]1[CH:26]=[CH:25][CH:24]=[CH:23][CH:22]=1)(=[O:8])[C:2]1[CH:7]=[CH:6][CH:5]=[CH:4][CH:3]=1.Cl.[CH3:29][O:30][NH2:31].C1(C)C=C[C:35]([S:38]([O-])(=[O:40])=[O:39])=CC=1.[NH+]1C=CC=CC=1.C(=O)([O-])O.[Na+].CS(Cl)(=O)=O. (4) Given the product [Cl:17][C:18]1[C:19]([C:2]2[S:6][C:5]([C:7]([NH:9][C:10]3[CH:15]=[CH:14][CH:13]=[CH:12][C:11]=3[F:16])=[O:8])=[CH:4][CH:3]=2)=[CH:20][C:21]2[S:25][CH:24]=[N:23][C:22]=2[CH:26]=1, predict the reactants needed to synthesize it. The reactants are: Br[C:2]1[S:6][C:5]([C:7]([NH:9][C:10]2[CH:15]=[CH:14][CH:13]=[CH:12][C:11]=2[F:16])=[O:8])=[CH:4][CH:3]=1.[Cl:17][C:18]1[C:19](B2OC(C)(C)C(C)(C)O2)=[CH:20][C:21]2[S:25][CH:24]=[N:23][C:22]=2[CH:26]=1.C(=O)([O-])[O-].[Na+].[Na+].CC(=O)OCC.[Cl-].[Na+].O.